This data is from Experimentally validated miRNA-target interactions with 360,000+ pairs, plus equal number of negative samples. The task is: Binary Classification. Given a miRNA mature sequence and a target amino acid sequence, predict their likelihood of interaction. (1) The miRNA is hsa-miR-4655-3p with sequence ACCCUCGUCAGGUCCCCGGGG. The protein sequence of the target gene is MSYAEKPDEITKDEWMEKLNNLHVQRADMNRLIMNYLVTEGFKEAAEKFRMESGIEPSVDLETLDERIKIREMILKGQIQEAIALINSLHPELLDTNRYLYFHLQQQHLIELIRQRETEAALEFAQTQLAEQGEESRECLTEMERTLALLAFDSPEESPFGDLLHMMQRQKVWSEVNQAVLDYENRESTPKLAKLLKLLLWAQNELDQKKVKYPKMTDLSKGVIEEPK. Result: 0 (no interaction). (2) The miRNA is hsa-miR-6771-5p with sequence CUCGGGAGGGCAUGGGCCAGGC. The protein sequence of the target gene is MKEGMSNNSTTSISQARKAVEQLKMEACMDRVKVSQAASDLLAYCEAHVREDPLIIPVPASENPFREKKFFCTIL. Result: 0 (no interaction). (3) The miRNA is hsa-miR-3155b with sequence CCAGGCUCUGCAGUGGGA. The protein sequence of the target gene is MATTATCTRFTDDYQLFEELGKGAFSVVRRCVKKTSTQEYAAKIINTKKLSARDHQKLEREARICRLLKHPNIVRLHDSISEEGFHYLVFDLVTGGELFEDIVAREYYSEADASHCIHQILESVNHIHQHDIVHRDLKPENLLLASKCKGAAVKLADFGLAIEVQGEQQAWFGFAGTPGYLSPEVLRKDPYGKPVDIWACGVILYILLVGYPPFWDEDQHKLYQQIKAGAYDFPSPEWDTVTPEAKNLINQMLTINPAKRITADQALKHPWVCQRSTVASMMHRQETVECLRKFNARRKL.... Result: 0 (no interaction).